This data is from Forward reaction prediction with 1.9M reactions from USPTO patents (1976-2016). The task is: Predict the product of the given reaction. (1) The product is: [C:14]([O:22][CH2:23][C:24](=[O:30])[N:25]([CH2:26][CH3:27])[CH2:28][CH3:29])(=[O:21])/[CH:15]=[CH:16]/[C:17]([O:19][CH3:20])=[O:18].[C:1]([OH:13])(=[O:12])[CH2:2][C:3]([CH2:8][C:9]([OH:11])=[O:10])([C:5]([OH:7])=[O:6])[OH:4].[C:14]([O:22][CH2:23][C:24](=[O:30])[N:25]([CH2:26][CH3:27])[CH2:28][CH3:29])(=[O:21])/[CH:15]=[CH:16]/[C:17]([O:19][CH3:20])=[O:18].[C:1]([OH:13])(=[O:12])[CH2:2][C:3]([CH2:8][C:9]([OH:11])=[O:10])([C:5]([OH:7])=[O:6])[OH:4]. Given the reactants [C:1]([OH:13])(=[O:12])[CH2:2][C:3]([CH2:8][C:9]([OH:11])=[O:10])([C:5]([OH:7])=[O:6])[OH:4].[C:14]([O:22][CH2:23][C:24](=[O:30])[N:25]([CH2:28][CH3:29])[CH2:26][CH3:27])(=[O:21])/[CH:15]=[CH:16]/[C:17]([O:19][CH3:20])=[O:18].C(OCC)(=O)C.CCCCCCC, predict the reaction product. (2) Given the reactants Br.C[O:3][C:4]1[CH:13]=[C:12]2[C:7]([CH:8]=[C:9]([CH3:15])[C:10](=[O:14])[NH:11]2)=[CH:6][CH:5]=1, predict the reaction product. The product is: [OH:3][C:4]1[CH:13]=[C:12]2[C:7]([CH:8]=[C:9]([CH3:15])[C:10](=[O:14])[NH:11]2)=[CH:6][CH:5]=1. (3) Given the reactants [CH2:1]([O:3][C:4](=[O:15])[CH:5]([CH2:11][CH:12]([CH3:14])[CH3:13])[C:6]([O:8][CH2:9][CH3:10])=[O:7])[CH3:2].[H-].[Na+].[F:18][C:19]1[CH:24]=[C:23](F)[CH:22]=[CH:21][C:20]=1[N+:26]([O-:28])=[O:27], predict the reaction product. The product is: [CH2:1]([O:3][C:4](=[O:15])[C:5]([C:23]1[CH:22]=[CH:21][C:20]([N+:26]([O-:28])=[O:27])=[C:19]([F:18])[CH:24]=1)([CH2:11][CH:12]([CH3:13])[CH3:14])[C:6]([O:8][CH2:9][CH3:10])=[O:7])[CH3:2]. (4) The product is: [Cl:33][C:29]1[CH:28]=[C:27]2[C:32](=[CH:31][CH:30]=1)[N:24]([S:21]([C:19]1[C:18]3[C:13](=[CH:14][CH:15]=[CH:16][CH:17]=3)[C:12]([O:37][CH3:38])=[C:11]([N:8]3[CH2:9][CH2:10][NH:5][CH2:6][CH2:7]3)[CH:20]=1)(=[O:23])=[O:22])[CH:25]=[C:26]2[CH:34]([F:35])[F:36]. Given the reactants ClC(Cl)(Cl)C([N:5]1[CH2:10][CH2:9][N:8]([C:11]2[CH:20]=[C:19]([S:21]([N:24]3[C:32]4[C:27](=[CH:28][C:29]([Cl:33])=[CH:30][CH:31]=4)[C:26]([CH:34]([F:36])[F:35])=[CH:25]3)(=[O:23])=[O:22])[C:18]3[C:13](=[CH:14][CH:15]=[CH:16][CH:17]=3)[C:12]=2[O:37][CH3:38])[CH2:7][CH2:6]1)=O.[OH-].[K+], predict the reaction product. (5) Given the reactants [NH2:1][C:2]1[N:6]([CH2:7][CH2:8][CH2:9][CH3:10])[C:5](Br)=[N:4][C:3]=1[C:12]([NH2:14])=[O:13].CC(C)([O-])C.[K+].[Br-].[Li+].[C:23]1([C:29]2[N:30]=[C:31]([SH:34])[S:32][CH:33]=2)[CH:28]=[CH:27][CH:26]=[CH:25][CH:24]=1, predict the reaction product. The product is: [NH2:1][C:2]1[N:6]([CH2:7][CH2:8][CH2:9][CH3:10])[C:5]([S:34][C:31]2[S:32][CH:33]=[C:29]([C:23]3[CH:28]=[CH:27][CH:26]=[CH:25][CH:24]=3)[N:30]=2)=[N:4][C:3]=1[C:12]([NH2:14])=[O:13]. (6) The product is: [F:29][C:26]1[CH:27]=[CH:28][C:23]([C:22]2[C:17]([N:14]3[CH2:13][CH2:12][N:11]([CH2:10][CH2:9][NH:7][CH3:6])[CH2:16][CH2:15]3)=[N:18][CH:19]=[CH:20][N:21]=2)=[CH:24][CH:25]=1. Given the reactants C(O[C:6](=O)[N:7]([CH2:9][CH2:10][N:11]1[CH2:16][CH2:15][N:14]([C:17]2[C:22]([C:23]3[CH:28]=[CH:27][C:26]([F:29])=[CH:25][CH:24]=3)=[N:21][CH:20]=[CH:19][N:18]=2)[CH2:13][CH2:12]1)C)(C)(C)C.FC(F)(F)C(O)=O, predict the reaction product. (7) Given the reactants [CH3:1][C:2]1[N:6]([C:7]2[CH:12]=[CH:11][CH:10]=[CH:9][C:8]=2[O:13][CH3:14])[N:5]=[CH:4][C:3]=1[C:15]([O:17]CC)=[O:16].[OH-].[Na+], predict the reaction product. The product is: [CH3:1][C:2]1[N:6]([C:7]2[CH:12]=[CH:11][CH:10]=[CH:9][C:8]=2[O:13][CH3:14])[N:5]=[CH:4][C:3]=1[C:15]([OH:17])=[O:16].